Dataset: Full USPTO retrosynthesis dataset with 1.9M reactions from patents (1976-2016). Task: Predict the reactants needed to synthesize the given product. (1) Given the product [C:3]([O:2][C:1]([NH:15][CH2:16][CH2:17][CH2:18][CH2:19][CH2:20][CH2:21][NH2:22])=[O:14])([CH3:4])([CH3:5])[CH3:6], predict the reactants needed to synthesize it. The reactants are: [C:1](=[O:14])(OC1C=CC=CC=1)[O:2][C:3]([CH3:6])([CH3:5])[CH3:4].[NH2:15][CH2:16][CH2:17][CH2:18][CH2:19][CH2:20][CH2:21][NH2:22].C(Cl)Cl. (2) Given the product [CH:21]1([C:19]([N:16]2[CH2:17][CH2:18][C@@H:14]([CH2:13][C:12]3[N:8]([C:5]4[CH:6]=[CH:7][C:2]([C:31]5[CH:32]=[C:33]6[C:28]([CH:27]=[CH:26][NH:25]6)=[CH:29][CH:30]=5)=[CH:3][CH:4]=4)[C:9](=[O:24])[NH:10][N:11]=3)[CH2:15]2)=[O:20])[CH2:23][CH2:22]1, predict the reactants needed to synthesize it. The reactants are: Br[C:2]1[CH:7]=[CH:6][C:5]([N:8]2[C:12]([CH2:13][C@@H:14]3[CH2:18][CH2:17][N:16]([C:19]([CH:21]4[CH2:23][CH2:22]4)=[O:20])[CH2:15]3)=[N:11][NH:10][C:9]2=[O:24])=[CH:4][CH:3]=1.[NH:25]1[C:33]2[C:28](=[CH:29][CH:30]=[C:31](B(O)O)[CH:32]=2)[CH:27]=[CH:26]1.[O-]P([O-])([O-])=O.[K+].[K+].[K+]. (3) Given the product [NH2:1][C:2]1[CH:7]=[CH:6][C:5]([C:8]([CH3:12])([CH3:11])[C:9]#[N:10])=[C:4]([CH:20]=[CH2:21])[CH:3]=1, predict the reactants needed to synthesize it. The reactants are: [NH2:1][C:2]1[CH:7]=[CH:6][C:5]([C:8]([CH3:12])([CH3:11])[C:9]#[N:10])=[C:4](Br)[CH:3]=1.B1(C=C)OB([CH:20]=[CH2:21])OB(C=C)O1.C1C=CN=CC=1.C([O-])([O-])=O.[K+].[K+].C([O-])(O)=O.[Na+]. (4) Given the product [NH2:11][C@@H:12]([CH2:24][C:25]1[CH:26]=[CH:27][CH:28]=[CH:29][CH:30]=1)[CH:13]([OH:23])[CH2:14][O:15][Si:16]([C:19]([CH3:22])([CH3:21])[CH3:20])([CH3:18])[CH3:17], predict the reactants needed to synthesize it. The reactants are: C(OC([NH:11][C@@H:12]([CH2:24][C:25]1[CH:30]=[CH:29][CH:28]=[CH:27][CH:26]=1)[CH:13]([OH:23])[CH2:14][O:15][Si:16]([C:19]([CH3:22])([CH3:21])[CH3:20])([CH3:18])[CH3:17])=O)C1C=CC=CC=1. (5) The reactants are: [O:1]=O.[CH2:3]([N:5]1[C:11]2[N:12]=[CH:13][C:14]([CH2:16][CH:17]=C)=[CH:15][C:10]=2[C:9](=[O:19])[N:8]([CH3:20])[C:7]2[CH:21]=[CH:22][C:23]([F:25])=[N:24][C:6]1=2)[CH3:4].[BH4-].[Na+].[NH4+].[Cl-]. Given the product [CH2:3]([N:5]1[C:11]2[N:12]=[CH:13][C:14]([CH2:16][CH2:17][OH:1])=[CH:15][C:10]=2[C:9](=[O:19])[N:8]([CH3:20])[C:7]2[CH:21]=[CH:22][C:23]([F:25])=[N:24][C:6]1=2)[CH3:4], predict the reactants needed to synthesize it.